Task: Predict the product of the given reaction.. Dataset: Forward reaction prediction with 1.9M reactions from USPTO patents (1976-2016) (1) Given the reactants Cl.C(OC(=O)[NH:8][CH2:9][CH2:10][N:11]1[CH:15]=[C:14]([NH:16][C:17]([NH:19][C:20]2[CH:25]=[CH:24][CH:23]=[C:22]([C:26]([F:29])([F:28])[F:27])[CH:21]=2)=[O:18])[N:13]=[C:12]1[CH3:30])(C)(C)C, predict the reaction product. The product is: [NH2:8][CH2:9][CH2:10][N:11]1[CH:15]=[C:14]([NH:16][C:17]([NH:19][C:20]2[CH:25]=[CH:24][CH:23]=[C:22]([C:26]([F:29])([F:28])[F:27])[CH:21]=2)=[O:18])[N:13]=[C:12]1[CH3:30]. (2) Given the reactants [CH3:1]N(C)C=O.[F:6][C:7]1[CH:16]=[C:15]([C:17]2[N:21]=[C:20]([CH:22]([O:25][C:26]3[CH:31]=[CH:30][C:29]([C:32]4[N:36]=[C:35]([CH:37]([CH3:39])[CH3:38])[O:34][N:33]=4)=[CH:28][CH:27]=3)[CH2:23][CH3:24])[O:19][N:18]=2)[CH:14]=[CH:13][C:8]=1[C:9](OC)=[O:10].[C:40]([O:44][C:45]([NH:47][CH2:48][C:49]([OH:51])=[O:50])=[O:46])([CH3:43])([CH3:42])[CH3:41].CN(C)CCCN=C=[N:59][CH2:60][CH3:61], predict the reaction product. The product is: [C:40]([O:44][C:45]([NH:47][CH2:48][C:49]([O:51][CH2:1][C@H:60]([NH:59][C:9](=[O:10])[C:8]1[CH:13]=[CH:14][C:15]([C:17]2[N:21]=[C:20]([CH:22]([O:25][C:26]3[CH:27]=[CH:28][C:29]([C:32]4[N:36]=[C:35]([CH:37]([CH3:39])[CH3:38])[O:34][N:33]=4)=[CH:30][CH:31]=3)[CH2:23][CH3:24])[O:19][N:18]=2)=[CH:16][C:7]=1[F:6])[CH3:61])=[O:50])=[O:46])([CH3:43])([CH3:41])[CH3:42]. (3) Given the reactants [CH2:1]([Li])[CH2:2][CH2:3][CH3:4].[C:6]1([C:12]2[CH:13]=[CH:14][CH:15]=[C:16]3[C:20]=2[CH2:19][CH:18]=[CH:17]3)[CH:11]=[CH:10][CH:9]=[CH:8][CH:7]=1.[CH3:21][Si:22]([CH3:25])(Cl)Cl, predict the reaction product. The product is: [CH3:21][Si:22]([CH3:25])([CH:17]1[C:16]2[C:20](=[C:12]([C:6]3[CH:11]=[CH:10][CH:9]=[CH:8][CH:7]=3)[CH:13]=[CH:14][CH:15]=2)[CH:19]=[CH:18]1)[CH:1]1[C:17]2[C:4](=[C:12]([C:6]3[CH:11]=[CH:10][CH:9]=[CH:8][CH:7]=3)[CH:20]=[CH:19][CH:18]=2)[CH:3]=[CH:2]1. (4) Given the reactants [F:1][C:2]([F:7])([F:6])[C:3]([OH:5])=[O:4].[F:8][C:9]([F:14])([F:13])[C:10]([OH:12])=[O:11].[F:15][C:16]([F:21])([F:20])[C:17]([OH:19])=[O:18].[Cl:22][C:23]1[CH:24]=[N:25][C:26]2[NH:27][C:28]3[CH:29]=[N:30][CH:31]=[C:32]([CH:53]=3)[CH2:33][CH2:34][C:35]3[CH:43]=[C:39]([NH:40][C:41]=1[N:42]=2)[CH:38]=[CH:37][C:36]=3[O:44][CH2:45][CH2:46][CH:47]1[CH2:52][CH2:51][NH:50][CH2:49][CH2:48]1.[N:54]([C:57]1[CH:58]=[N:59][CH:60]=[CH:61][CH:62]=1)=[C:55]=[O:56], predict the reaction product. The product is: [F:1][C:2]([F:7])([F:6])[C:3]([OH:5])=[O:4].[F:8][C:9]([F:14])([F:13])[C:10]([OH:12])=[O:11].[F:15][C:16]([F:21])([F:20])[C:17]([OH:19])=[O:18].[Cl:22][C:23]1[CH:24]=[N:25][C:26]2[NH:27][C:28]3[CH:29]=[N:30][CH:31]=[C:32]([CH:53]=3)[CH2:33][CH2:34][C:35]3[CH:43]=[C:39]([NH:40][C:41]=1[N:42]=2)[CH:38]=[CH:37][C:36]=3[O:44][CH2:45][CH2:46][CH:47]1[CH2:48][CH2:49][N:50]([C:55]([NH:54][C:57]2[CH:58]=[N:59][CH:60]=[CH:61][CH:62]=2)=[O:56])[CH2:51][CH2:52]1. (5) Given the reactants [Br:1][C:2]1[CH:3]=[CH:4][C:5](F)=[C:6]([N+:8]([O-:10])=[O:9])[CH:7]=1.[NH2:12][C@@H:13]([CH2:17][CH3:18])[C:14]([OH:16])=[O:15].FC1C=CC(N[C@H](CC)C(O)=O)=C([N+]([O-])=O)C=1, predict the reaction product. The product is: [Br:1][C:2]1[CH:3]=[CH:4][C:5]([NH:12][C@@H:13]([CH2:17][CH3:18])[C:14]([OH:16])=[O:15])=[C:6]([N+:8]([O-:10])=[O:9])[CH:7]=1. (6) Given the reactants Br[C:2]1[CH:7]=[CH:6][C:5]([Cl:8])=[CH:4][C:3]=1[NH:9][C:10](=[O:16])[O:11][C:12]([CH3:15])([CH3:14])[CH3:13].[CH3:17][C:18]1([CH3:34])[C:22]([CH3:24])([CH3:23])[O:21][B:20]([B:20]2[O:21][C:22]([CH3:24])([CH3:23])[C:18]([CH3:34])([CH3:17])[O:19]2)[O:19]1.C([O-])(=O)C.[Na+], predict the reaction product. The product is: [Cl:8][C:5]1[CH:6]=[CH:7][C:2]([B:20]2[O:21][C:22]([CH3:24])([CH3:23])[C:18]([CH3:34])([CH3:17])[O:19]2)=[C:3]([NH:9][C:10](=[O:16])[O:11][C:12]([CH3:15])([CH3:14])[CH3:13])[CH:4]=1. (7) Given the reactants [C:1]([O:5][C:6]([N:8]1[CH2:13][C@H:12]([O:14][CH2:15][C:16]2[CH:25]=[C:24]([O:26][CH3:27])[C:23]3[C:18](=[CH:19][CH:20]=[CH:21][CH:22]=3)[CH:17]=2)[C@@H:11]([C:28]2[CH:33]=[CH:32][C:31]([O:34][CH2:35][CH2:36][CH2:37][O:38][CH2:39][C:40]3[CH:45]=[CH:44][CH:43]=[CH:42][C:41]=3[O:46][CH3:47])=[CH:30][CH:29]=2)[C@H:10]([O:48][CH2:49][C@H:50]([O:53]S(C2C=CC(C)=CC=2)(=O)=O)[CH2:51]O)[CH2:9]1)=[O:7])([CH3:4])([CH3:3])[CH3:2].[OH-].[Na+], predict the reaction product. The product is: [C:1]([O:5][C:6]([N:8]1[CH2:9][C@@H:10]([O:48][CH2:49][C@@H:50]2[CH2:51][O:53]2)[C@H:11]([C:28]2[CH:29]=[CH:30][C:31]([O:34][CH2:35][CH2:36][CH2:37][O:38][CH2:39][C:40]3[CH:45]=[CH:44][CH:43]=[CH:42][C:41]=3[O:46][CH3:47])=[CH:32][CH:33]=2)[C@@H:12]([O:14][CH2:15][C:16]2[CH:25]=[C:24]([O:26][CH3:27])[C:23]3[C:18](=[CH:19][CH:20]=[CH:21][CH:22]=3)[CH:17]=2)[CH2:13]1)=[O:7])([CH3:4])([CH3:3])[CH3:2].